From a dataset of Catalyst prediction with 721,799 reactions and 888 catalyst types from USPTO. Predict which catalyst facilitates the given reaction. (1) Reactant: [CH3:1][O:2][C:3]1[CH:8]=[CH:7][C:6]([C:9]2[N:14]=[C:13]([C:15]#[N:16])[CH:12]=[CH:11][CH:10]=2)=[CH:5][CH:4]=1.[C:17](OC)(=[O:25])[C:18]1[C:19](=[CH:21][CH:22]=[CH:23][CH:24]=1)[SH:20].C(N(CC)CC)C. Product: [CH3:1][O:2][C:3]1[CH:8]=[CH:7][C:6]([C:9]2[N:14]=[C:13]([C:15]3[S:20][C:19]4[CH:21]=[CH:22][CH:23]=[CH:24][C:18]=4[C:17](=[O:25])[N:16]=3)[CH:12]=[CH:11][CH:10]=2)=[CH:5][CH:4]=1. The catalyst class is: 11. (2) Reactant: [Br:1][C:2]1[CH:3]=[C:4]([CH:7]=[C:8]([CH2:11][CH3:12])[C:9]=1[OH:10])[CH:5]=O.[NH2:13][C:14]1[CH:21]=[CH:20][C:17]([C:18]#[N:19])=[CH:16][CH:15]=1.S(C[N+]#[C-])(C1C=CC(C)=CC=1)(=O)=O.B(F)(F)F.C[CH2:40][O:41][CH2:42]C.[OH2:44]. Product: [C:18]([C:17]1[CH:20]=[CH:21][C:14]([NH:13][CH:5]([C:4]2[CH:7]=[C:8]([CH2:11][CH3:12])[C:9]([OH:10])=[C:2]([Br:1])[CH:3]=2)[C:40]([O:41][CH3:42])=[O:44])=[CH:15][CH:16]=1)#[N:19]. The catalyst class is: 5. (3) Reactant: [Br:1][C:2]1[CH:3]=[C:4]2[O:10][C:9](=[O:11])[NH:8][C:5]2=[N:6][CH:7]=1.C(=O)([O-])[O-].[Cs+].[Cs+].I[CH2:19][CH3:20]. Product: [Br:1][C:2]1[CH:3]=[C:4]2[O:10][C:9](=[O:11])[N:8]([CH2:19][CH3:20])[C:5]2=[N:6][CH:7]=1. The catalyst class is: 7. (4) Reactant: [NH2:1][C:2]1[CH:23]=[CH:22][CH:21]=[CH:20][C:3]=1[CH2:4][N:5]([CH3:19])[C:6](=[O:18])[CH2:7][CH2:8][CH2:9][S:10][C:11]1[CH:16]=[CH:15][C:14]([OH:17])=[CH:13][CH:12]=1.[C:24]([O:27]C(=O)C)(=[O:26])[CH3:25].N1C=CC=CC=1. Product: [C:24]([OH:27])(=[O:26])[CH3:25].[C:24]([NH:1][C:2]1[CH:23]=[CH:22][CH:21]=[CH:20][C:3]=1[CH2:4][N:5]([CH3:19])[C:6](=[O:18])[CH2:7][CH2:8][CH2:9][S:10][C:11]1[CH:16]=[CH:15][C:14]([OH:17])=[CH:13][CH:12]=1)(=[O:26])[CH3:25]. The catalyst class is: 4.